The task is: Predict which catalyst facilitates the given reaction.. This data is from Catalyst prediction with 721,799 reactions and 888 catalyst types from USPTO. (1) Reactant: [CH:1]1([C:4]2[N:9]=[CH:8][C:7]([NH2:10])=[C:6]([O:11][CH3:12])[CH:5]=2)[CH2:3][CH2:2]1.[C:13](O[C:13]([O:15][C:16]([CH3:19])([CH3:18])[CH3:17])=[O:14])([O:15][C:16]([CH3:19])([CH3:18])[CH3:17])=[O:14].O1CCCC1. Product: [CH:1]1([C:4]2[N:9]=[CH:8][C:7]([NH:10][C:13](=[O:14])[O:15][C:16]([CH3:19])([CH3:18])[CH3:17])=[C:6]([O:11][CH3:12])[CH:5]=2)[CH2:3][CH2:2]1. The catalyst class is: 34. (2) Reactant: [NH:1]1[CH2:6][CH2:5][NH:4][CH2:3][CH2:2]1.[Cl:7][C:8]1[C:16]2[N:15]=[C:14]([C:17]3[CH:18]=[C:19]([C:23]4[CH:28]=[CH:27][C:26]([CH:29]=O)=[CH:25][CH:24]=4)[CH:20]=[CH:21][CH:22]=3)[NH:13][C:12]=2[CH:11]=[CH:10][CH:9]=1.C(C1C=CC(B(O)O)=CC=1)=O.ClC1C2[N:50]=[C:49]([C:52]3[CH:57]=[CH:56][CH:55]=C(I)C=3)NC=2C=CC=1.IC1C=C(C=CC=1)C=O. Product: [Cl:7][C:8]1[C:16]2[N:15]=[C:14]([C:17]3[CH:18]=[C:19]([C:23]4[CH:28]=[CH:27][C:26]([CH2:29][N:1]5[CH2:6][CH2:5][N:4]([C:57]6[CH:52]=[CH:49][N:50]=[CH:55][CH:56]=6)[CH2:3][CH2:2]5)=[CH:25][CH:24]=4)[CH:20]=[CH:21][CH:22]=3)[NH:13][C:12]=2[CH:11]=[CH:10][CH:9]=1. The catalyst class is: 16. (3) Reactant: [CH3:1][C:2]1[S:6][C:5]2[NH:7][C:8]3[CH:9]=[CH:10][CH:11]=[CH:12][C:13]=3[N:14]=[C:15]([N:16]3[CH2:21][CH2:20][N:19]([CH3:22])[CH2:18][CH2:17]3)[C:4]=2[CH:3]=1.[CH3:23][S:24]([OH:27])(=[O:26])=[O:25]. Product: [CH3:1][C:2]1[S:6][C:5]2[NH:7][C:8]3[CH:9]=[CH:10][CH:11]=[CH:12][C:13]=3[N:14]=[C:15]([N:16]3[CH2:17][CH2:18][N:19]([CH3:22])[CH2:20][CH2:21]3)[C:4]=2[CH:3]=1.[S:24]([O-:27])(=[O:26])(=[O:25])[CH3:23]. The catalyst class is: 21. (4) Reactant: [Cl-].[CH3:2][O:3][CH2:4][P+](C1C=CC=CC=1)(C1C=CC=CC=1)C1C=CC=CC=1.CC(C)([O-])C.[K+].[C:30]([C:34]1[CH:39]=[CH:38][C:37]([N:40]2[CH2:44][CH2:43][C:42]3([CH2:49][CH2:48][C:47](=O)[CH2:46][CH2:45]3)[C:41]2=[O:51])=[CH:36][CH:35]=1)([CH3:33])([CH3:32])[CH3:31]. Product: [C:30]([C:34]1[CH:35]=[CH:36][C:37]([N:40]2[CH2:44][CH2:43][C:42]3([CH2:49][CH2:48][C:47](=[CH:2][O:3][CH3:4])[CH2:46][CH2:45]3)[C:41]2=[O:51])=[CH:38][CH:39]=1)([CH3:32])([CH3:31])[CH3:33]. The catalyst class is: 1. (5) Reactant: [F:1][C:2]1[CH:7]=[C:6]([I:8])[CH:5]=[CH:4][C:3]=1[NH:9][C:10]1[CH:15]=[C:14](F)[CH:13]=[C:12]([F:17])[C:11]=1[N+:18]([O-:20])=[O:19].[CH3:21][O-:22].[Na+]. Product: [F:1][C:2]1[CH:7]=[C:6]([I:8])[CH:5]=[CH:4][C:3]=1[NH:9][C:10]1[CH:15]=[C:14]([O:22][CH3:21])[CH:13]=[C:12]([F:17])[C:11]=1[N+:18]([O-:20])=[O:19]. The catalyst class is: 1. (6) Reactant: FC(F)(F)C(O)=O.[CH3:8][N:9]([CH3:23])[CH2:10][CH2:11][O:12][CH2:13][CH2:14][NH:15]C(=O)OC(C)(C)C. Product: [CH3:8][N:9]([CH3:23])[CH2:10][CH2:11][O:12][CH2:13][CH2:14][NH2:15]. The catalyst class is: 4. (7) The catalyst class is: 3. Product: [C:3]([C:7]1[CH:12]=[CH:11][CH:10]=[CH:9][C:8]=1[O:13][CH3:15])([CH3:6])([CH3:4])[CH3:5]. Reactant: [OH-].[Na+].[C:3]([C:7]1[CH:12]=[CH:11][CH:10]=[CH:9][C:8]=1[OH:13])([CH3:6])([CH3:5])[CH3:4].I[CH3:15].O. (8) Reactant: [NH2:1][C:2]1[C:7]([NH:8][C:9]2[C:17]3[O:16][CH2:15][C@@H:14]([N:18]([C:33](=[O:38])[C:34]([F:37])([F:36])[F:35])[C:19]4[CH:32]=[CH:31][C:22]5[C@H:23]([CH2:26][C:27]([O:29][CH3:30])=[O:28])[CH2:24][O:25][C:21]=5[CH:20]=4)[C:13]=3[CH:12]=[CH:11][CH:10]=2)=[C:6]([F:39])[C:5]([F:40])=[CH:4][CH:3]=1.[CH2:41]([O:43][C:44](OCC)(OCC)OCC)[CH3:42]. The catalyst class is: 15. Product: [CH2:41]([O:43][C:44]1[N:8]([C:9]2[C:17]3[O:16][CH2:15][C@@H:14]([N:18]([C:33](=[O:38])[C:34]([F:37])([F:36])[F:35])[C:19]4[CH:32]=[CH:31][C:22]5[C@H:23]([CH2:26][C:27]([O:29][CH3:30])=[O:28])[CH2:24][O:25][C:21]=5[CH:20]=4)[C:13]=3[CH:12]=[CH:11][CH:10]=2)[C:7]2[C:6]([F:39])=[C:5]([F:40])[CH:4]=[CH:3][C:2]=2[N:1]=1)[CH3:42]. (9) Reactant: [NH2:1][C:2]1[N:10]=[C:9]2[C:5]([C:6]([C:18]3[CH:23]=[CH:22][N:21]=[CH:20][CH:19]=3)=[C:7]([C:11]3[CH:16]=[CH:15][C:14]([F:17])=[CH:13][CH:12]=3)[NH:8]2)=[CH:4][CH:3]=1.[Br:24]NC(=O)CCC(N)=O. Product: [NH2:1][C:2]1[N:10]=[C:9]2[C:5]([C:6]([C:18]3[CH:23]=[CH:22][N:21]=[CH:20][CH:19]=3)=[C:7]([C:11]3[CH:12]=[CH:13][C:14]([F:17])=[CH:15][CH:16]=3)[NH:8]2)=[CH:4][C:3]=1[Br:24]. The catalyst class is: 3. (10) Product: [F:17][C:18]1[CH:23]=[CH:22][C:21]([C:24]2[N:25]=[CH:26][N:27]=[C:28]([N:30]3[CH2:31][CH2:32][N:33]([C:9]([NH:8][C:5]4[O:4][N:3]=[C:2]([CH3:1])[C:6]=4[CH3:7])=[O:16])[CH2:34][CH2:35]3)[CH:29]=2)=[CH:20][CH:19]=1. The catalyst class is: 175. Reactant: [CH3:1][C:2]1[C:6]([CH3:7])=[C:5]([NH:8][C:9](=[O:16])OCC(Cl)(Cl)Cl)[O:4][N:3]=1.[F:17][C:18]1[CH:23]=[CH:22][C:21]([C:24]2[CH:29]=[C:28]([N:30]3[CH2:35][CH2:34][NH:33][CH2:32][CH2:31]3)[N:27]=[CH:26][N:25]=2)=[CH:20][CH:19]=1.